This data is from Full USPTO retrosynthesis dataset with 1.9M reactions from patents (1976-2016). The task is: Predict the reactants needed to synthesize the given product. (1) Given the product [Si:1]([O:8][CH2:9][CH2:10][C:11]1[N:12]=[CH:13][C:14]([NH2:17])=[CH:15][CH:16]=1)([C:4]([CH3:6])([CH3:7])[CH3:5])([CH3:3])[CH3:2], predict the reactants needed to synthesize it. The reactants are: [Si:1]([O:8][CH2:9][CH2:10][C:11]1[CH:16]=[CH:15][C:14]([N+:17]([O-])=O)=[CH:13][N:12]=1)([C:4]([CH3:7])([CH3:6])[CH3:5])([CH3:3])[CH3:2]. (2) Given the product [CH3:5][C:6]1[CH:7]=[C:8]([N:13]2[C:17](=[O:18])/[C:16](=[N:19]\[NH:20][C:21]3[C:22]([OH:36])=[C:23]([C:27]4[CH:32]=[CH:31][CH:30]=[C:29]([C:33]([Cl:3])=[O:34])[CH:28]=4)[CH:24]=[CH:25][CH:26]=3)/[C:15]([CH3:37])=[N:14]2)[CH:9]=[CH:10][C:11]=1[CH3:12], predict the reactants needed to synthesize it. The reactants are: S(Cl)([Cl:3])=O.[CH3:5][C:6]1[CH:7]=[C:8]([N:13]2[C:17](=[O:18])[C:16](=[N:19][NH:20][C:21]3[C:22]([OH:36])=[C:23]([C:27]4[CH:32]=[CH:31][CH:30]=[C:29]([C:33](O)=[O:34])[CH:28]=4)[CH:24]=[CH:25][CH:26]=3)[C:15]([CH3:37])=[N:14]2)[CH:9]=[CH:10][C:11]=1[CH3:12].CN(C=O)C.